The task is: Predict the reaction yield, written as a fraction of the theoretical maximum amount of product (1.0 means a 100% yield; for example, 0.34 means a 34% yield).. This data is from Reaction yield outcomes from USPTO patents with 853,638 reactions. (1) The reactants are [NH2:1][C:2]1[C:3]([C:19]#[N:20])=[C:4]([CH:16]=[CH:17][CH:18]=1)[O:5][CH2:6][C:7]([CH3:15])([CH3:14])[C:8]([NH:10][CH2:11][CH2:12][CH3:13])=[O:9].[C:21]([O:27][CH2:28][CH3:29])(=[O:26])[CH2:22][C:23]([CH3:25])=O.Cl[Sn](Cl)(Cl)Cl. The catalyst is C1(C)C=CC=CC=1. The product is [NH2:20][C:19]1[C:3]2[C:2](=[CH:18][CH:17]=[CH:16][C:4]=2[O:5][CH2:6][C:7]([CH3:15])([CH3:14])[C:8](=[O:9])[NH:10][CH2:11][CH2:12][CH3:13])[N:1]=[C:23]([CH3:25])[C:22]=1[C:21]([O:27][CH2:28][CH3:29])=[O:26]. The yield is 0.840. (2) The reactants are [Br:1][C:2]1[CH:3]=[CH:4][C:5]([CH3:12])=[C:6]([S:8](Cl)(=[O:10])=[O:9])[CH:7]=1.[OH-].[NH4+:14]. No catalyst specified. The product is [Br:1][C:2]1[CH:3]=[CH:4][C:5]([CH3:12])=[C:6]([S:8]([NH2:14])(=[O:10])=[O:9])[CH:7]=1. The yield is 0.550. (3) The reactants are [CH2:1]([N:8]1[CH2:13][CH2:12][NH:11][CH2:10][C@@H:9]1[CH3:14])[C:2]1[CH:7]=[CH:6][CH:5]=[CH:4][CH:3]=1.[CH3:15][N:16]1[CH2:21][CH2:20][C:19](=O)[CH2:18][CH2:17]1.C(O)(=O)C.C(O[BH-](OC(=O)C)OC(=O)C)(=O)C.[Na+]. The catalyst is C(O)C. The product is [CH2:1]([N:8]1[CH2:13][CH2:12][N:11]([CH:19]2[CH2:20][CH2:21][N:16]([CH3:15])[CH2:17][CH2:18]2)[CH2:10][C@@H:9]1[CH3:14])[C:2]1[CH:7]=[CH:6][CH:5]=[CH:4][CH:3]=1. The yield is 0.760. (4) The reactants are C([O:5][C:6](=[O:27])[CH2:7][O:8][CH2:9][C:10]1[CH:26]=[CH:25][C:13]([O:14][C:15]2[CH:24]=[CH:23][C:18]([C:19]([O:21][CH3:22])=[O:20])=[CH:17][CH:16]=2)=[CH:12][CH:11]=1)(C)(C)C. The catalyst is Cl. The product is [CH3:22][O:21][C:19]([C:18]1[CH:23]=[CH:24][C:15]([O:14][C:13]2[CH:25]=[CH:26][C:10]([CH2:9][O:8][CH2:7][C:6]([OH:27])=[O:5])=[CH:11][CH:12]=2)=[CH:16][CH:17]=1)=[O:20]. The yield is 0.950. (5) The reactants are [CH3:1][O:2][C:3]1[N:8]=[CH:7][C:6]([CH:9]=O)=[CH:5][CH:4]=1.OS([O-])=O.[Na+].CC1C=CC(S(O)(=O)=O)=CC=1.[NH2:27][C:28]1[CH:46]=[CH:45][CH:44]=[CH:43][C:29]=1[C:30]([NH:32][C:33]1[CH:38]=[CH:37][C:36]([CH:39]([CH2:41][CH3:42])[CH3:40])=[CH:35][CH:34]=1)=[O:31]. The catalyst is CC(N(C)C)=O. The product is [CH:39]([C:36]1[CH:37]=[CH:38][C:33]([N:32]2[C:30](=[O:31])[C:29]3[C:28](=[CH:46][CH:45]=[CH:44][CH:43]=3)[N:27]=[C:9]2[C:6]2[CH:7]=[N:8][C:3]([O:2][CH3:1])=[CH:4][CH:5]=2)=[CH:34][CH:35]=1)([CH2:41][CH3:42])[CH3:40]. The yield is 0.260.